Dataset: Peptide-MHC class I binding affinity with 185,985 pairs from IEDB/IMGT. Task: Regression. Given a peptide amino acid sequence and an MHC pseudo amino acid sequence, predict their binding affinity value. This is MHC class I binding data. (1) The peptide sequence is MSHLKVALYR. The MHC is HLA-A11:01 with pseudo-sequence HLA-A11:01. The binding affinity (normalized) is 0.574. (2) The MHC is HLA-A02:01 with pseudo-sequence HLA-A02:01. The peptide sequence is TKAGMAQYL. The binding affinity (normalized) is 0.0847. (3) The peptide sequence is ISLWGSLLK. The MHC is HLA-A02:19 with pseudo-sequence HLA-A02:19. The binding affinity (normalized) is 0.0847. (4) The binding affinity (normalized) is 0.0847. The peptide sequence is RTTLWCDVR. The MHC is HLA-A30:01 with pseudo-sequence HLA-A30:01. (5) The peptide sequence is REIGDISYL. The MHC is HLA-B39:01 with pseudo-sequence HLA-B39:01. The binding affinity (normalized) is 0.470. (6) The peptide sequence is GVLEEQGSFY. The MHC is HLA-A30:01 with pseudo-sequence HLA-A30:01. The binding affinity (normalized) is 0.0215. (7) The binding affinity (normalized) is 0.633. The peptide sequence is RVMPVFAFK. The MHC is HLA-A03:01 with pseudo-sequence HLA-A03:01.